From a dataset of Forward reaction prediction with 1.9M reactions from USPTO patents (1976-2016). Predict the product of the given reaction. (1) Given the reactants [CH:1]1([CH2:6][C@H:7]([NH:14][C:15](=[O:21])[O:16][C:17]([CH3:20])([CH3:19])[CH3:18])[C:8](N(OC)C)=[O:9])[CH2:5][CH2:4][CH2:3][CH2:2]1.[CH:22]([Mg]Br)=[CH2:23], predict the reaction product. The product is: [CH:1]1([CH2:6][C@H:7]([NH:14][C:15](=[O:21])[O:16][C:17]([CH3:18])([CH3:19])[CH3:20])[C:8](=[O:9])[CH:22]=[CH2:23])[CH2:2][CH2:3][CH2:4][CH2:5]1. (2) Given the reactants [Br:1][C:2]1[N:6]2[C:7](=[O:13])[CH:8]=[C:9]([CH2:11][Cl:12])[N:10]=[C:5]2[S:4][C:3]=1[CH3:14].[F:15][B-](F)(F)F.F[B-](F)(F)F.ClC[N+]12CC[N+](F)(CC1)CC2, predict the reaction product. The product is: [Br:1][C:2]1[N:6]2[C:7](=[O:13])[C:8]([F:15])=[C:9]([CH2:11][Cl:12])[N:10]=[C:5]2[S:4][C:3]=1[CH3:14].